This data is from Full USPTO retrosynthesis dataset with 1.9M reactions from patents (1976-2016). The task is: Predict the reactants needed to synthesize the given product. Given the product [F:34][C:33]([F:35])([F:36])[C:30]([C:27]1[CH:26]=[CH:25][C:24]([N:10]2[CH2:11][CH2:12][N:13]([S:15]([C:18]3[S:19][CH:20]=[CH:21][CH:22]=3)(=[O:16])=[O:17])[CH2:14][C@@H:9]2[CH2:8][N:3]2[CH2:4][CH2:5][O:6][CH2:7][C@@H:2]2[CH3:1])=[CH:29][CH:28]=1)([OH:37])[CH2:31][OH:32], predict the reactants needed to synthesize it. The reactants are: [CH3:1][C@H:2]1[CH2:7][O:6][CH2:5][CH2:4][N:3]1[CH2:8][C@H:9]1[CH2:14][N:13]([S:15]([C:18]2[S:19][CH:20]=[CH:21][CH:22]=2)(=[O:17])=[O:16])[CH2:12][CH2:11][NH:10]1.Br[C:24]1[CH:29]=[CH:28][C:27]([C:30]([OH:37])([C:33]([F:36])([F:35])[F:34])[CH2:31][OH:32])=[CH:26][CH:25]=1.CC(C)([O-])C.[Na+].C1(P(C2CCCCC2)C2C=CC=CC=2C2C(OC(C)C)=CC=CC=2OC(C)C)CCCCC1.